Dataset: Catalyst prediction with 721,799 reactions and 888 catalyst types from USPTO. Task: Predict which catalyst facilitates the given reaction. Reactant: [Br:1][C:2]1[CH:10]=[CH:9][C:8]([F:11])=[C:7]2[C:3]=1[C:4]([F:14])([F:13])[C:5](=[O:12])[NH:6]2.Br[CH2:16][C:17]1[CH:22]=[CH:21][N:20]=[C:19]([C:23]#[N:24])[CH:18]=1.C(=O)([O-])[O-].[K+].[K+]. Product: [Br:1][C:2]1[CH:10]=[CH:9][C:8]([F:11])=[C:7]2[C:3]=1[C:4]([F:13])([F:14])[C:5](=[O:12])[N:6]2[CH2:16][C:17]1[CH:22]=[CH:21][N:20]=[C:19]([C:23]#[N:24])[CH:18]=1. The catalyst class is: 9.